Dataset: Full USPTO retrosynthesis dataset with 1.9M reactions from patents (1976-2016). Task: Predict the reactants needed to synthesize the given product. (1) Given the product [ClH:18].[CH:1]1([C:4]2[O:5][C:6]3[C:16]([N:17]=2)=[CH:15][C:9]2[CH2:10][CH2:11][N:12]([CH2:19][CH2:20][CH2:21][S:22][C:23]4[N:24]([CH3:39])[C:25]([C:28]5[CH:37]=[CH:36][CH:35]=[C:34]6[C:29]=5[CH:30]=[CH:31][C:32]([CH3:38])=[N:33]6)=[N:26][N:27]=4)[CH2:13][CH2:14][C:8]=2[CH:7]=3)[CH2:3][CH2:2]1, predict the reactants needed to synthesize it. The reactants are: [CH:1]1([C:4]2[O:5][C:6]3[C:16]([N:17]=2)=[CH:15][C:9]2[CH2:10][CH2:11][NH:12][CH2:13][CH2:14][C:8]=2[CH:7]=3)[CH2:3][CH2:2]1.[Cl:18][CH2:19][CH2:20][CH2:21][S:22][C:23]1[N:24]([CH3:39])[C:25]([C:28]2[CH:37]=[CH:36][CH:35]=[C:34]3[C:29]=2[CH:30]=[CH:31][C:32]([CH3:38])=[N:33]3)=[N:26][N:27]=1. (2) Given the product [CH3:8][C:6]1([CH3:7])[C:2]([CH3:19])([CH3:1])[O:3][B:4]([C:9]2[CH:14]=[CH:13][C:12]([CH2:15][C:16]([O:18][CH2:20][CH3:21])=[O:17])=[CH:11][CH:10]=2)[O:5]1, predict the reactants needed to synthesize it. The reactants are: [CH3:1][C:2]1([CH3:19])[C:6]([CH3:8])([CH3:7])[O:5][B:4]([C:9]2[CH:14]=[CH:13][C:12]([CH2:15][C:16]([OH:18])=[O:17])=[CH:11][CH:10]=2)[O:3]1.[CH2:20](O)[CH3:21].C1(P(C2C=CC=CC=2)C2C=CC=CC=2)C=CC=CC=1. (3) The reactants are: [CH2:1]([O:3][C:4](=[O:13])[C:5]([C:11]#[N:12])=[C:6](OCC)[CH3:7])[CH3:2].Cl.[CH:15]([NH:18][NH2:19])([CH3:17])[CH3:16].C(N(CC)CC)C. Given the product [CH2:1]([O:3][C:4]([C:5]1[C:6]([CH3:7])=[N:19][N:18]([CH:15]([CH3:17])[CH3:16])[C:11]=1[NH2:12])=[O:13])[CH3:2], predict the reactants needed to synthesize it. (4) Given the product [ClH:34].[ClH:34].[CH:1]1([CH2:7][CH2:8][CH2:9][N:10]2[CH2:14][CH2:13][C@@H:12]([NH:15][C:16]3[N:17]=[CH:18][C:19](/[CH:22]=[CH:23]/[C:24]([NH:26][OH:27])=[O:25])=[N:20][CH:21]=3)[CH2:11]2)[CH2:6][CH2:5][CH2:4][CH2:3][CH2:2]1, predict the reactants needed to synthesize it. The reactants are: [CH:1]1([CH2:7][CH2:8][CH2:9][N:10]2[CH2:14][CH2:13][C@@H:12]([NH:15][C:16]3[N:17]=[CH:18][C:19](/[CH:22]=[CH:23]/[C:24]([NH:26][O:27]C4CCCCO4)=[O:25])=[N:20][CH:21]=3)[CH2:11]2)[CH2:6][CH2:5][CH2:4][CH2:3][CH2:2]1.[ClH:34].